Dataset: Full USPTO retrosynthesis dataset with 1.9M reactions from patents (1976-2016). Task: Predict the reactants needed to synthesize the given product. (1) Given the product [N:43]1[C:44]2[C:49](=[CH:48][CH:47]=[CH:46][CH:45]=2)[CH:50]=[C:41]([NH:40][C:29]([C:25]2[C:24]([F:23])=[CH:28][NH:27][N:26]=2)=[O:31])[CH:42]=1, predict the reactants needed to synthesize it. The reactants are: CN(C(ON1N=NC2C=CC=CC1=2)=[N+](C)C)C.[B-](F)(F)(F)F.[F:23][C:24]1[C:25]([C:29]([OH:31])=O)=[N:26][NH:27][CH:28]=1.N1C=CC(C(O)=O)=N1.[NH2:40][C:41]1[CH:42]=[N:43][C:44]2[C:49]([CH:50]=1)=[CH:48][CH:47]=[CH:46][CH:45]=2.C(N(C(C)C)CC)(C)C.N1C2C(=CC=CC=2)C=C(NC(C2C=CNN=2)=O)C=1. (2) Given the product [Br:11][C:12]1[CH:17]=[C:16]([CH:5]([C:3]#[N:4])[C:6]([O:8][CH2:9][CH3:10])=[O:7])[CH:15]=[C:14]([Cl:19])[CH:13]=1, predict the reactants needed to synthesize it. The reactants are: [H-].[Na+].[C:3]([CH2:5][C:6]([O:8][CH2:9][CH3:10])=[O:7])#[N:4].[Br:11][C:12]1[CH:17]=[C:16](F)[CH:15]=[C:14]([Cl:19])[CH:13]=1.Cl. (3) Given the product [C:34]([CH2:36][NH:37][C:38]([CH:40]1[CH:45]([CH2:46][S:56][C:53]2[CH:54]=[CH:55][C:50]([F:49])=[CH:51][CH:52]=2)[CH:44]2[CH2:48][CH:41]1[CH:42]=[CH:43]2)=[O:39])#[N:35], predict the reactants needed to synthesize it. The reactants are: C1(P(C2C=CC=CC=2)C2C=CC=CC=2)C=CC=CC=1.N(C(OC(C)C)=O)=NC(OC(C)C)=O.[C:34]([CH2:36][NH:37][C:38]([CH:40]1[CH:45]([CH2:46]O)[CH:44]2[CH2:48][CH:41]1[CH:42]=[CH:43]2)=[O:39])#[N:35].[F:49][C:50]1[CH:55]=[CH:54][C:53]([SH:56])=[CH:52][CH:51]=1.